This data is from Full USPTO retrosynthesis dataset with 1.9M reactions from patents (1976-2016). The task is: Predict the reactants needed to synthesize the given product. (1) Given the product [C:1]([O:9][C:10]1([CH2:27][C:28]2[CH:33]=[C:32]([O:44][CH3:37])[CH:31]=[CH:30][C:29]=2[OH:36])[C:18]2[C:13](=[CH:14][CH:15]=[C:16]([CH3:19])[CH:17]=2)[N:12]([CH2:20][CH3:21])[C:11]1=[O:26])(=[O:8])[C:2]1[CH:3]=[CH:4][CH:5]=[CH:6][CH:7]=1, predict the reactants needed to synthesize it. The reactants are: [C:1]([O:9][C:10]1([CH2:27][C:28]2[CH:33]=[CH:32][C:31](OC)=[CH:30][C:29]=2[OH:36])[C:18]2[C:13](=[CH:14][CH:15]=[C:16]([CH3:19])[CH:17]=2)[N:12]([CH2:20][CH2:21]CC(C)C)[C:11]1=[O:26])(=[O:8])[C:2]1[CH:7]=[CH:6][CH:5]=[CH:4][CH:3]=1.[C:37](OC1C2C(=CC=C(C)C=2)N(CC)C1=O)(=[O:44])C1C=CC=CC=1.C(=O)(OC1C=CC(OC)=CC=1CO)OC(C)(C)C. (2) Given the product [I:23][C:24]1[CH:29]=[CH:28][CH:27]=[CH:26][C:25]=1[S:30]([N:7]1[C:8]2[C:9](=[CH:10][CH:11]=[C:12]3[C:13]4[C:18](=[CH:17][CH:16]=[CH:15][CH:14]=4)[NH:19][C:20]3=2)[C:5]2[C:6]1=[CH:1][CH:2]=[CH:3][CH:4]=2)(=[O:32])=[O:31], predict the reactants needed to synthesize it. The reactants are: [CH:1]1[C:6]2[NH:7][C:8]3[C:9](=[CH:10][CH:11]=[C:12]4[C:20]=3[NH:19][C:18]3[C:13]4=[CH:14][CH:15]=[CH:16][CH:17]=3)[C:5]=2[CH:4]=[CH:3][CH:2]=1.[H-].[Na+].[I:23][C:24]1[CH:29]=[CH:28][CH:27]=[CH:26][C:25]=1[S:30](Cl)(=[O:32])=[O:31]. (3) Given the product [CH2:24]([C:21]1[CH:22]=[CH:23][C:18]([O:17][C@H:15]([CH3:16])[CH2:14][CH2:13][O:12][C:9]2[CH:10]=[CH:11][C:6]([CH2:5][CH2:4][C:3]([OH:35])=[O:2])=[C:7]([CH3:34])[CH:8]=2)=[C:19]([C:26]([C:28]2[CH:29]=[CH:30][CH:31]=[CH:32][CH:33]=2)=[CH2:27])[CH:20]=1)[CH3:25], predict the reactants needed to synthesize it. The reactants are: C[O:2][C:3](=[O:35])[CH2:4][CH2:5][C:6]1[CH:11]=[CH:10][C:9]([O:12][CH2:13][CH2:14][C@H:15]([O:17][C:18]2[CH:23]=[CH:22][C:21]([CH2:24][CH3:25])=[CH:20][C:19]=2[C:26]([C:28]2[CH:33]=[CH:32][CH:31]=[CH:30][CH:29]=2)=[CH2:27])[CH3:16])=[CH:8][C:7]=1[CH3:34].[OH-].[Na+].Cl.